From a dataset of Full USPTO retrosynthesis dataset with 1.9M reactions from patents (1976-2016). Predict the reactants needed to synthesize the given product. (1) The reactants are: [NH2:1][C:2]1[CH:10]=[CH:9][CH:8]=[C:7]([Cl:11])[C:3]=1[C:4](O)=[O:5].C[N:13]1CCOCC1.C1C=CC2N(O)N=NC=2C=1.CCN=C=NCCCN(C)C.[OH-].[NH4+]. Given the product [NH2:1][C:2]1[CH:10]=[CH:9][CH:8]=[C:7]([Cl:11])[C:3]=1[C:4]([NH2:13])=[O:5], predict the reactants needed to synthesize it. (2) Given the product [CH3:1][O:2][C:3]([C@H:5]1[N:9]2[C:10](=[O:30])[C:11]([CH2:28][OH:29])=[C:12]([CH2:17][C:18]3[C:27]4[C:22](=[CH:23][CH:24]=[CH:25][CH:26]=4)[CH:21]=[CH:20][CH:19]=3)[C:13]([CH:14]3[CH2:16][CH2:15]3)=[C:8]2[S:7][CH2:6]1)=[O:4], predict the reactants needed to synthesize it. The reactants are: [CH3:1][O:2][C:3]([CH:5]1[N:9]2[C:10](=[O:30])[C:11]([CH:28]=[O:29])=[C:12]([CH2:17][C:18]3[C:27]4[C:22](=[CH:23][CH:24]=[CH:25][CH:26]=4)[CH:21]=[CH:20][CH:19]=3)[C:13]([CH:14]3[CH2:16][CH2:15]3)=[C:8]2[S:7][CH2:6]1)=[O:4].CSC. (3) Given the product [C:12]([C:15]1[NH:8][C:7]2[C:2](=[N:3][C:4]([S:10][CH3:27])=[N:5][C:6]=2[Cl:20])[N:1]=1)([CH3:14])([CH3:13])[CH3:11], predict the reactants needed to synthesize it. The reactants are: [NH2:1][C:2]1[C:7]([NH2:8])=[C:6](O)[N:5]=[C:4]([SH:10])[N:3]=1.[C:11](Cl)(=O)[C:12]([CH3:15])([CH3:14])[CH3:13].CI.[ClH:20].P(Cl)(Cl)(Cl)=O.N1C=CC=C[CH:27]=1. (4) Given the product [CH3:23][S:24]([O:1][C@@H:2]1[CH2:7][CH2:6][O:5][CH2:4][C@H:3]1[NH:8][C:9]([O:10][C:11]([CH3:12])([CH3:14])[CH3:13])=[O:15])(=[O:26])=[O:25], predict the reactants needed to synthesize it. The reactants are: [OH:1][C@@H:2]1[CH2:7][CH2:6][O:5][CH2:4][C@H:3]1[NH:8][C:9](=[O:15])[O:10][C:11]([CH3:14])([CH3:13])[CH3:12].CCN(CC)CC.[CH3:23][S:24](Cl)(=[O:26])=[O:25]. (5) Given the product [CH3:52][O:51][C:49](=[O:50])[NH:48][CH:44]([C:60]([N:62]1[CH2:66][CH2:65][CH2:64][CH:63]1[C:67]1[NH:68][C:69]([C:72]2[CH:77]=[CH:76][C:75]([O:78][C:28]3[CH:27]=[CH:32][CH:31]=[C:30]([C:33]4[NH:34][C:35]([CH:38]5[CH2:42][CH2:41][CH2:40][N:39]5[C:43](=[O:53])[CH:44]([NH:48][C:49]([O:51][CH3:52])=[O:50])[CH:45]([CH3:46])[CH3:47])=[N:36][CH:37]=4)[CH:29]=3)=[CH:74][CH:73]=2)=[CH:70][N:71]=1)=[O:61])[CH:45]([CH3:47])[CH3:46], predict the reactants needed to synthesize it. The reactants are: COC(=O)NC(C(N1CCC(C2NC(C3C=CC([C:27]4[CH:32]=[CH:31][C:30]([C:33]5[NH:34][C:35]([CH:38]6[CH2:42][CH2:41][CH2:40][N:39]6[C:43](=[O:53])[CH:44]([NH:48][C:49]([O:51][CH3:52])=[O:50])[CH:45]([CH3:47])[CH3:46])=[N:36][CH:37]=5)=[CH:29][CH:28]=4)=CC=3)=CN=2)C1)=O)C(C)C.C(O[C:60]([N:62]1[CH2:66][CH2:65][CH2:64][CH:63]1[C:67]1[NH:68][C:69]([C:72]2[CH:77]=[CH:76][C:75]([O:78]C3C=CC=C(C4NC(C5CCCN5C(OC(C)(C)C)=O)=NC=4)C=3)=[CH:74][CH:73]=2)=[CH:70][N:71]=1)=[O:61])(C)(C)C. (6) Given the product [CH:19]([C@H:15]1[S:11][C:10]([NH:9][CH2:8][C@@H:7]([C:1]2[CH:6]=[CH:5][CH:4]=[CH:3][CH:2]=2)[CH3:13])=[N:12][C:16]1=[O:17])([CH3:21])[CH3:20], predict the reactants needed to synthesize it. The reactants are: [C:1]1([C@@H:7]([CH3:13])[CH2:8][NH:9][C:10]([NH2:12])=[S:11])[CH:6]=[CH:5][CH:4]=[CH:3][CH:2]=1.Br[CH:15]([CH:19]([CH3:21])[CH3:20])[C:16](O)=[O:17]. (7) Given the product [O:25]1[CH2:26][CH2:27][CH2:28][CH2:29][CH:24]1[CH2:23][N:1]1[CH2:2][CH2:3][C:4]2([O:11][C:10]3[C:12]4[C:17]([C:18](=[O:21])[C:19](=[O:20])[C:9]=3[S:8][CH2:7]2)=[CH:16][CH:15]=[CH:14][CH:13]=4)[CH2:5][CH2:6]1, predict the reactants needed to synthesize it. The reactants are: [NH:1]1[CH2:6][CH2:5][C:4]2([O:11][C:10]3[C:12]4[C:17]([C:18](=[O:21])[C:19](=[O:20])[C:9]=3[S:8][CH2:7]2)=[CH:16][CH:15]=[CH:14][CH:13]=4)[CH2:3][CH2:2]1.Br[CH2:23][CH:24]1[CH2:29][CH2:28][CH2:27][CH2:26][O:25]1.